From a dataset of KCNQ2 potassium channel screen with 302,405 compounds. Binary Classification. Given a drug SMILES string, predict its activity (active/inactive) in a high-throughput screening assay against a specified biological target. (1) The molecule is Clc1ccc(S(=O)(=O)N2CCN(CC2)CCc2ccncc2)cc1. The result is 0 (inactive). (2) The drug is O(c1cc2c(n(c(c2C(=O)C)C)c2ccccc2)cc1)CC. The result is 0 (inactive).